This data is from Catalyst prediction with 721,799 reactions and 888 catalyst types from USPTO. The task is: Predict which catalyst facilitates the given reaction. (1) Product: [Cl:1][C:2]1[CH:7]=[CH:6][C:5]([CH:8]([OH:34])[CH2:9][S:10][C@H:11]2[C:14](=[O:15])[N:13]([C:16]3[CH:21]=[CH:20][C:19]([F:22])=[CH:18][CH:17]=3)[C@@H:12]2[C:23]2[CH:33]=[CH:32][C:26]([O:27][CH2:28][C:29]([NH:73][CH2:74][C:75]([NH:77][C@@H:78]([C:86]([OH:88])=[O:87])[CH2:79][CH:80]3[CH2:85][CH2:84][CH2:83][CH2:82][CH2:81]3)=[O:76])=[O:30])=[CH:25][CH:24]=2)=[CH:4][C:3]=1[CH3:35]. Reactant: [Cl:1][C:2]1[CH:7]=[CH:6][C:5]([C:8](=[O:34])[CH2:9][S:10][C@H:11]2[C:14](=[O:15])[N:13]([C:16]3[CH:21]=[CH:20][C:19]([F:22])=[CH:18][CH:17]=3)[C@@H:12]2[C:23]2[CH:33]=[CH:32][C:26]([O:27][CH2:28][C:29](O)=[O:30])=[CH:25][CH:24]=2)=[CH:4][C:3]=1[CH3:35].CN1CCOCC1.CN(C(ON1N=NC2C=CC=CC1=2)=[N+](C)C)C.[B-](F)(F)(F)F.ClC1C=CC(O)=CC=1.[NH2:73][CH2:74][C:75]([NH:77][C@@H:78]([C:86]([OH:88])=[O:87])[CH2:79][CH:80]1[CH2:85][CH2:84][CH2:83][CH2:82][CH2:81]1)=[O:76].[Li+].[Cl-]. The catalyst class is: 3. (2) Reactant: [CH3:1][O:2][C:3]1[CH:4]=[C:5]([C:11]2[CH2:15][CH:14]([CH2:16][CH2:17][CH:18]=O)[O:13][N:12]=2)[CH:6]=[CH:7][C:8]=1[O:9][CH3:10].[C:20]1([N:26]2[CH2:31][CH2:30][NH:29][CH2:28][CH2:27]2)[CH:25]=[CH:24][CH:23]=[CH:22][CH:21]=1.[BH-](OC(C)=O)(OC(C)=O)OC(C)=O.[Na+]. Product: [CH3:1][O:2][C:3]1[CH:4]=[C:5]([C:11]2[CH2:15][CH:14]([CH2:16][CH2:17][CH2:18][N:29]3[CH2:30][CH2:31][N:26]([C:20]4[CH:25]=[CH:24][CH:23]=[CH:22][CH:21]=4)[CH2:27][CH2:28]3)[O:13][N:12]=2)[CH:6]=[CH:7][C:8]=1[O:9][CH3:10]. The catalyst class is: 2. (3) Reactant: Cl.[Cl:2][C:3]1[CH:4]=[C:5]2[C:9](=[CH:10][CH:11]=1)[NH:8][CH:7]=[C:6]2[CH2:12][CH2:13][NH2:14].[CH3:15][N:16]1[CH:20]=[CH:19][C:18]([N:21]2[CH2:25][CH2:24][CH:23]([C:26](O)=[O:27])[C:22]2=[O:29])=[N:17]1.[CH3:15][N:16]1[CH:20]=[CH:19][C:18]([N:21]2[CH2:25][CH2:24][CH:23]([C:26](O)=[O:27])[C:22]2=[O:29])=[N:17]1.C1CN([P+](ON2N=NC3C=CC=CC2=3)(N2CCCC2)N2CCCC2)CC1.F[P-](F)(F)(F)(F)F.C(N(CC)C(C)C)(C)C. Product: [Cl:2][C:3]1[CH:4]=[C:5]2[C:9](=[CH:10][CH:11]=1)[NH:8][CH:7]=[C:6]2[CH2:12][CH2:13][NH:14][C:26]([CH:23]1[CH2:24][CH2:25][N:21]([C:18]2[CH:19]=[CH:20][N:16]([CH3:15])[N:17]=2)[C:22]1=[O:29])=[O:27]. The catalyst class is: 3. (4) Reactant: [CH:1]1([C:4]([OH:6])=O)[CH2:3][CH2:2]1.CN(C(ON1N=NC2C=CC=NC1=2)=[N+](C)C)C.F[P-](F)(F)(F)(F)F.CCN(C(C)C)C(C)C.[NH2:40][C:41]1[C:42](=[O:49])[N:43]([CH3:48])[CH:44]=[C:45]([Br:47])[CH:46]=1. Product: [Br:47][C:45]1[CH:46]=[C:41]([NH:40][C:4]([CH:1]2[CH2:3][CH2:2]2)=[O:6])[C:42](=[O:49])[N:43]([CH3:48])[CH:44]=1. The catalyst class is: 2. (5) Reactant: [NH:1]1[CH:5]=[C:4]([C:6]2[N:11]=[CH:10][C:9]3[CH:12]=[N:13][N:14]([C:15]4[N:20]=[C:19]([N:21]5[CH2:27][CH:26]([OH:28])[CH2:25][N:24]([C:29]([O:31][C:32]([CH3:35])([CH3:34])[CH3:33])=[O:30])[CH2:23][CH2:22]5)[CH:18]=[CH:17][CH:16]=4)[C:8]=3[CH:7]=2)[CH:3]=[N:2]1.FC(F)(F)S(O[CH2:42][C:43]([F:46])([F:45])[F:44])(=O)=O.C([O-])([O-])=O.[K+].[K+]. Product: [OH:28][CH:26]1[CH2:25][N:24]([C:29]([O:31][C:32]([CH3:35])([CH3:34])[CH3:33])=[O:30])[CH2:23][CH2:22][N:21]([C:19]2[CH:18]=[CH:17][CH:16]=[C:15]([N:14]3[C:8]4[CH:7]=[C:6]([C:4]5[CH:5]=[N:1][N:2]([CH2:42][C:43]([F:46])([F:45])[F:44])[CH:3]=5)[N:11]=[CH:10][C:9]=4[CH:12]=[N:13]3)[N:20]=2)[CH2:27]1. The catalyst class is: 3. (6) Reactant: [CH:1]1([NH:7][CH2:8][C:9]2[CH:18]=[CH:17][C:16]3[C:11](=[CH:12][CH:13]=[CH:14][CH:15]=3)[C:10]=2[C:19]2[N:24]=[C:23]([CH:25]=O)[CH:22]=[CH:21][CH:20]=2)[CH2:6][CH2:5][CH2:4][CH2:3][CH2:2]1.[CH:27]([C:30]1[CH:36]=[CH:35][CH:34]=[C:33]([CH:37]([CH3:39])[CH3:38])[C:31]=1[NH2:32])([CH3:29])[CH3:28].CC1C=CC(S(O)(=O)=O)=CC=1. Product: [CH:1]1([NH:7][CH2:8][C:9]2[CH:18]=[CH:17][C:16]3[C:11](=[CH:12][CH:13]=[CH:14][CH:15]=3)[C:10]=2[C:19]2[N:24]=[C:23](/[CH:25]=[N:32]/[C:31]3[C:33]([CH:37]([CH3:38])[CH3:39])=[CH:34][CH:35]=[CH:36][C:30]=3[CH:27]([CH3:29])[CH3:28])[CH:22]=[CH:21][CH:20]=2)[CH2:6][CH2:5][CH2:4][CH2:3][CH2:2]1. The catalyst class is: 8.